From a dataset of Reaction yield outcomes from USPTO patents with 853,638 reactions. Predict the reaction yield, written as a fraction of the theoretical maximum amount of product (1.0 means a 100% yield; for example, 0.34 means a 34% yield). The reactants are [O:1]=[C:2]1[NH:8][C:7]2[CH:9]=[C:10]([C:13]([F:16])([F:15])[F:14])[CH:11]=[CH:12][C:6]=2[C:5](=[O:17])[CH:4](C(OC)=O)[CH2:3]1.O. The catalyst is CN1C(=O)CCC1. The product is [F:16][C:13]([F:14])([F:15])[C:10]1[CH:11]=[CH:12][C:6]2[C:5](=[O:17])[CH2:4][CH2:3][C:2](=[O:1])[NH:8][C:7]=2[CH:9]=1. The yield is 0.970.